From a dataset of Reaction yield outcomes from USPTO patents with 853,638 reactions. Predict the reaction yield, written as a fraction of the theoretical maximum amount of product (1.0 means a 100% yield; for example, 0.34 means a 34% yield). (1) The reactants are [OH:1][C:2]1[CH:7]=[CH:6][C:5]([C@@H:8]([C:13]#[C:14][CH3:15])[CH2:9][C:10]([OH:12])=[O:11])=[CH:4][CH:3]=1.[CH3:16]I. The catalyst is CC(C)=O. The product is [CH3:16][O:11][C:10](=[O:12])[CH2:9][C@@H:8]([C:5]1[CH:4]=[CH:3][C:2]([OH:1])=[CH:7][CH:6]=1)[C:13]#[C:14][CH3:15]. The yield is 0.850. (2) The reactants are [NH2:1][C:2]1[CH:3]=[N:4][CH:5]=[CH:6][C:7]=1[N:8]1[CH2:13][C@H:12]([C:14]([F:17])([F:16])[F:15])[CH2:11][C@H:10]([NH:18][C:19](=[O:25])[O:20][C:21]([CH3:24])([CH3:23])[CH3:22])[CH2:9]1.[CH3:26][O:27][C:28]1[CH:53]=[CH:52][C:31]([CH2:32][NH:33][C:34]2[S:42][C:41]3[C:36](=[N:37][CH:38]=[C:39]([N:43]4[CH2:48][CH2:47]O[CH2:45][CH2:44]4)[CH:40]=3)[C:35]=2[C:49](O)=[O:50])=[CH:30][CH:29]=1.[CH3:54]CN(C(C)C)C(C)C.CN(C(ON1N=NC2C=CC=NC1=2)=[N+](C)C)C.F[P-](F)(F)(F)(F)F. The catalyst is CN(C=O)C. The product is [CH3:26][O:27][C:28]1[CH:29]=[CH:30][C:31]([CH2:32][NH:33][C:34]2[S:42][C:41]3[C:36](=[N:37][CH:38]=[C:39]([N:43]4[CH2:44][CH2:45][CH2:54][CH2:47][CH2:48]4)[CH:40]=3)[C:35]=2[C:49]([NH:1][C:2]2[CH:3]=[N:4][CH:5]=[CH:6][C:7]=2[N:8]2[CH2:13][C@H:12]([C:14]([F:16])([F:15])[F:17])[CH2:11][C@H:10]([NH:18][C:19](=[O:25])[O:20][C:21]([CH3:22])([CH3:24])[CH3:23])[CH2:9]2)=[O:50])=[CH:52][CH:53]=1. The yield is 0.770. (3) The reactants are [CH:1]([N:4]1[CH2:9][CH2:8][N:7]([C:10]2[S:11][C:12]3[CH:18]=[C:17]([CH:19]=O)[CH:16]=[CH:15][C:13]=3[N:14]=2)[CH2:6][CH2:5]1)([CH3:3])[CH3:2].CC(O)=O.[NH:25]1[CH2:30][CH2:29][O:28][CH2:27][CH2:26]1.[BH3-]C#N.[Na+]. The catalyst is C1COCC1. The product is [CH:1]([N:4]1[CH2:5][CH2:6][N:7]([C:10]2[S:11][C:12]3[CH:18]=[C:17]([CH2:19][N:25]4[CH2:30][CH2:29][O:28][CH2:27][CH2:26]4)[CH:16]=[CH:15][C:13]=3[N:14]=2)[CH2:8][CH2:9]1)([CH3:3])[CH3:2]. The yield is 0.210. (4) The product is [C:16]([C:11]1[NH:12][C:13]2[C:9]([CH:10]=1)=[CH:8][CH:7]=[CH:15][CH:14]=2)(=[O:18])[CH3:17]. The yield is 0.840. The reactants are Cl[Sn](Cl)(Cl)Cl.Br[C:7]1[CH:8]=[C:9]2[C:13](=[CH:14][CH:15]=1)[NH:12][CH:11]=[CH:10]2.[C:16](Cl)(=[O:18])[CH3:17].O. The catalyst is C1(C)C=CC=CC=1. (5) The reactants are [NH2:1][C:2]1[CH:7]=[C:6]([O:8][CH2:9][C:10]2[CH:15]=[CH:14][CH:13]=[CH:12][CH:11]=2)[C:5]([O:16][CH3:17])=[CH:4][C:3]=1[C:18](=[O:20])[CH3:19].C[O-].[Na+].[CH:24](OCC)=O.Cl. The catalyst is COCCOC.O. The product is [CH2:9]([O:8][C:6]1[CH:7]=[C:2]2[C:3]([C:18]([OH:20])=[CH:19][CH:24]=[N:1]2)=[CH:4][C:5]=1[O:16][CH3:17])[C:10]1[CH:15]=[CH:14][CH:13]=[CH:12][CH:11]=1. The yield is 0.720. (6) The reactants are [CH3:1][O:2][C:3](=[O:33])[C:4]1[CH:9]=[CH:8][C:7]([CH2:10][N:11]2[CH:15]=[C:14]([C:16]3[CH:21]=[CH:20][C:19]([Cl:22])=[CH:18][C:17]=3[Cl:23])[N:13]=[C:12]2/[CH:24]=[CH:25]/[C:26]2[CH:31]=[CH:30][C:29](Br)=[CH:28][CH:27]=2)=[CH:6][CH:5]=1.[CH:34]([S:37][C:38]1[CH:43]=[CH:42][C:41](B(O)O)=[CH:40][CH:39]=1)([CH3:36])[CH3:35]. No catalyst specified. The product is [CH3:1][O:2][C:3](=[O:33])[C:4]1[CH:9]=[CH:8][C:7]([CH2:10][N:11]2[CH:15]=[C:14]([C:16]3[CH:21]=[CH:20][C:19]([Cl:22])=[CH:18][C:17]=3[Cl:23])[N:13]=[C:12]2/[CH:24]=[CH:25]/[C:26]2[CH:31]=[CH:30][C:29]([C:41]3[CH:42]=[CH:43][C:38]([S:37][CH:34]([CH3:36])[CH3:35])=[CH:39][CH:40]=3)=[CH:28][CH:27]=2)=[CH:6][CH:5]=1. The yield is 0.680. (7) The reactants are C(OC(=O)CNC[C:8]([C:10]1[C:15]([OH:16])=[CH:14][CH:13]=[CH:12][N:11]=1)=[O:9])C.[OH2:18].[OH-:19].[Na+]. The catalyst is C1COCC1.C(Cl)(Cl)Cl.C(O)(C)C. The product is [OH:16][C:15]1[C:10]([C:8]([N:11]([CH2:10][C:8]([OH:19])=[O:18])[CH3:12])=[O:9])=[N:11][CH:12]=[CH:13][CH:14]=1. The yield is 0.850.